Task: Regression/Classification. Given a drug SMILES string, predict its absorption, distribution, metabolism, or excretion properties. Task type varies by dataset: regression for continuous measurements (e.g., permeability, clearance, half-life) or binary classification for categorical outcomes (e.g., BBB penetration, CYP inhibition). Dataset: hlm.. Dataset: Human liver microsome stability data The compound is C[C@]1(c2ccc(F)cc2F)C[C@H](COc2ccc(N3CCN(c4ccc(NC(=O)c5cccc(O)c5)cc4)CC3)cc2)CO1. The result is 0 (unstable in human liver microsomes).